The task is: Predict which catalyst facilitates the given reaction.. This data is from Catalyst prediction with 721,799 reactions and 888 catalyst types from USPTO. Reactant: [F:1][C:2]([F:36])([F:35])[C:3]1[CH:4]=[C:5]([CH:28]=[C:29]([C:31]([F:34])([F:33])[F:32])[CH:30]=1)[C:6]([N:8]1[CH2:13][CH2:12][N:11]([CH2:14][C:15](O)=[O:16])[CH2:10][C@H:9]1[CH2:18][C:19]1[C:27]2[C:22](=[CH:23][CH:24]=[CH:25][CH:26]=2)[NH:21][CH:20]=1)=[O:7].[NH:37]1[CH2:42][CH2:41][S:40][CH2:39][CH2:38]1.Cl.CN(C)CCCN=C=NCC.ON1C2C=CC=CC=2N=N1.C(=O)(O)[O-].[Na+]. Product: [F:33][C:31]([F:34])([F:32])[C:29]1[CH:28]=[C:5]([CH:4]=[C:3]([C:2]([F:36])([F:35])[F:1])[CH:30]=1)[C:6]([N:8]1[CH2:13][CH2:12][N:11]([CH2:14][C:15]([N:37]2[CH2:42][CH2:41][S:40][CH2:39][CH2:38]2)=[O:16])[CH2:10][C@H:9]1[CH2:18][C:19]1[C:27]2[C:22](=[CH:23][CH:24]=[CH:25][CH:26]=2)[NH:21][CH:20]=1)=[O:7]. The catalyst class is: 9.